Dataset: HIV replication inhibition screening data with 41,000+ compounds from the AIDS Antiviral Screen. Task: Binary Classification. Given a drug SMILES string, predict its activity (active/inactive) in a high-throughput screening assay against a specified biological target. (1) The compound is CCCc1cc(=O)oc2c3c(c4c(c12)OC(C)(C)C=C4)OC(C)C(C)C3OC(C)=O. The result is 1 (active). (2) The compound is Nc1nc(Cl)cc(Oc2ccc(Cl)cc2)n1. The result is 0 (inactive). (3) The drug is CC(=O)NC1(C)CCC(C(C)(C)NC(C)=O)CC1. The result is 0 (inactive).